The task is: Predict the reaction yield, written as a fraction of the theoretical maximum amount of product (1.0 means a 100% yield; for example, 0.34 means a 34% yield).. This data is from Reaction yield outcomes from USPTO patents with 853,638 reactions. (1) The yield is 0.230. The reactants are I[C:2]1[CH:7]=[CH:6][C:5]([CH3:8])=[CH:4][N:3]=1.[C:9]([O:17][CH2:18][CH3:19])(=[O:16])[CH2:10][C:11]([O:13][CH2:14][CH3:15])=[O:12].C(=O)([O-])[O-].[Cs+].[Cs+].N1C=CC=CC=1C(O)=O. The product is [CH2:14]([O:13][C:11](=[O:12])[CH:10]([C:2]1[CH:7]=[CH:6][C:5]([CH3:8])=[CH:4][N:3]=1)[C:9]([O:17][CH2:18][CH3:19])=[O:16])[CH3:15]. The catalyst is O1CCOCC1.[Cu]I. (2) The reactants are [OH:1][CH2:2][CH2:3][CH2:4][NH2:5].C(N(CC)CC)C.[N+:13]([C:16]1[CH:21]=[CH:20][C:19]([CH2:22][C:23](Cl)=[O:24])=[CH:18][CH:17]=1)([O-:15])=[O:14].O. The catalyst is C(Cl)Cl. The product is [OH:1][CH2:2][CH2:3][CH2:4][NH:5][C:23](=[O:24])[CH2:22][C:19]1[CH:18]=[CH:17][C:16]([N+:13]([O-:15])=[O:14])=[CH:21][CH:20]=1. The yield is 0.110. (3) The catalyst is CN(C)C=O. The yield is 0.910. The reactants are [OH:1][C:2]1[C:3]([O:10][CH3:11])=[C:4]([CH:7]=[CH:8][CH:9]=1)[CH:5]=[O:6].C(=O)([O-])[O-].[K+].[K+].Br[CH2:19][C:20]1[CH:25]=[CH:24][C:23]([C:26]([F:29])([F:28])[F:27])=[CH:22][C:21]=1[C:30]([F:33])([F:32])[F:31].O. The product is [F:31][C:30]([F:32])([F:33])[C:21]1[CH:22]=[C:23]([C:26]([F:29])([F:27])[F:28])[CH:24]=[CH:25][C:20]=1[CH2:19][O:1][C:2]1[C:3]([O:10][CH3:11])=[C:4]([CH:7]=[CH:8][CH:9]=1)[CH:5]=[O:6]. (4) The catalyst is COCCOC.CO.C1C=CC(P(C2C=CC=CC=2)[C-]2C=CC=C2)=CC=1.C1C=CC(P(C2C=CC=CC=2)[C-]2C=CC=C2)=CC=1.Cl[Pd]Cl.[Fe+2]. The reactants are [CH3:1][N:2]1[CH:7]=[C:6](B2OC(C)(C)C(C)(C)O2)[CH:5]=[C:4]([CH3:17])[C:3]1=[O:18].Br[C:20]1[CH:25]=[C:24]([S:26]([CH3:29])(=[O:28])=[O:27])[CH:23]=[CH:22][C:21]=1[F:30].[F-].[Cs+]. The yield is 0.610. The product is [F:30][C:21]1[CH:20]=[CH:25][C:24]([S:26]([CH3:29])(=[O:28])=[O:27])=[CH:23][C:22]=1[C:6]1[CH:5]=[C:4]([CH3:17])[C:3](=[O:18])[N:2]([CH3:1])[CH:7]=1. (5) The reactants are [CH3:1][O:2][C:3]1[CH:8]=[CH:7][CH:6]=[CH:5][C:4]=1[C:9]1[CH:17]=[C:16]2[C:12]([CH2:13][C:14](=[O:18])[NH:15]2)=[CH:11][CH:10]=1.[CH:19]([C:21]1[NH:22][C:23]2[CH2:24][CH2:25][CH2:26][CH2:27][C:28]=2[C:29]=1[CH2:30][CH2:31][C:32]([OH:34])=[O:33])=O. The catalyst is N1CCCCC1.C(O)C. The product is [CH3:1][O:2][C:3]1[CH:8]=[CH:7][CH:6]=[CH:5][C:4]=1[C:9]1[CH:17]=[C:16]2[C:12]([C:13](=[CH:19][C:21]3[NH:22][C:23]4[CH2:24][CH2:25][CH2:26][CH2:27][C:28]=4[C:29]=3[CH2:30][CH2:31][C:32]([OH:34])=[O:33])[C:14](=[O:18])[NH:15]2)=[CH:11][CH:10]=1. The yield is 0.350. (6) The reactants are [NH2:1][C:2]1[CH:30]=[CH:29][C:5]([O:6][C:7]2[C:16]3[C:11](=[CH:12][C:13]([O:19][CH2:20][C@H:21]([OH:28])[CH2:22][N:23]([CH2:26][CH3:27])[CH2:24][CH3:25])=[C:14]([C:17]#[N:18])[CH:15]=3)[N:10]=[CH:9][CH:8]=2)=[CH:4][C:3]=1[Cl:31].[N:32]1[CH:37]=C[CH:35]=[CH:34][CH:33]=1.ClC(OC1C=CC=CC=1)=[O:40].C1(N)CC1.C(=O)(O)[O-].[Na+]. The catalyst is CN(C)C=O.C(OCC)(=O)C. The product is [Cl:31][C:3]1[CH:4]=[C:5]([O:6][C:7]2[C:16]3[C:11](=[CH:12][C:13]([O:19][CH2:20][C@H:21]([OH:28])[CH2:22][N:23]([CH2:26][CH3:27])[CH2:24][CH3:25])=[C:14]([C:17]#[N:18])[CH:15]=3)[N:10]=[CH:9][CH:8]=2)[CH:29]=[CH:30][C:2]=1[NH:1][C:37]([NH:32][CH:33]1[CH2:35][CH2:34]1)=[O:40]. The yield is 0.535.